This data is from Catalyst prediction with 721,799 reactions and 888 catalyst types from USPTO. The task is: Predict which catalyst facilitates the given reaction. (1) Reactant: Cl.[NH2:2][OH:3].C([O-])(O)=O.[Na+].[Cl:9][C:10]1[CH:15]=[C:14]([C:16]#[N:17])[CH:13]=[C:12]([CH3:18])[C:11]=1[NH:19][S:20]([CH3:23])(=[O:22])=[O:21]. Product: [Cl:9][C:10]1[CH:15]=[C:14]([CH:13]=[C:12]([CH3:18])[C:11]=1[NH:19][S:20]([CH3:23])(=[O:22])=[O:21])[C:16]([NH:2][OH:3])=[NH:17]. The catalyst class is: 5. (2) Reactant: C(OC([N:7]1[CH2:12][CH:11]=[C:10]([C:13]2[N:14]=[C:15]([S:18][C:19]3[C@H:25]([CH3:26])[C@H:24]4[N:21]([C:22](=[O:30])[C@@H:23]4[C@H:27]([OH:29])[CH3:28])[C:20]=3[C:31]([O:33]CC=C)=[O:32])[S:16][CH:17]=2)[CH2:9][C@H:8]1[CH2:37][OH:38])=O)C=C.C(O)(=O)C.C([SnH](CCCC)CCCC)CCC.P([O-])([O-])([O-])=O. Product: [OH:29][C@@H:27]([C@H:23]1[C:22](=[O:30])[N:21]2[C@@H:24]1[C@@H:25]([CH3:26])[C:19]([S:18][C:15]1[S:16][CH:17]=[C:13]([C:10]3[CH2:9][C@@H:8]([CH2:37][OH:38])[NH:7][CH2:12][CH:11]=3)[N:14]=1)=[C:20]2[C:31]([OH:33])=[O:32])[CH3:28]. The catalyst class is: 4.